Dataset: Forward reaction prediction with 1.9M reactions from USPTO patents (1976-2016). Task: Predict the product of the given reaction. (1) Given the reactants [Cl:1][C:2]1[CH:3]=[C:4]([NH2:16])[C:5]([NH2:15])=[CH:6][C:7]=1[C:8]1[CH:13]=[CH:12][C:11]([Cl:14])=[CH:10][CH:9]=1.O.C(=O)(O)[O-].[Na+].[F:23][C:24]([F:35])([F:34])[C:25]([F:33])([F:32])[C:26]([F:31])([F:30])[C:27](O)=O, predict the reaction product. The product is: [Cl:1][C:2]1[C:7]([C:8]2[CH:9]=[CH:10][C:11]([Cl:14])=[CH:12][CH:13]=2)=[CH:6][C:5]2[NH:15][C:27]([C:26]([F:30])([F:31])[C:25]([F:32])([F:33])[C:24]([F:35])([F:34])[F:23])=[N:16][C:4]=2[CH:3]=1. (2) Given the reactants [F:1][C:2]1[CH:3]=[C:4](I)[CH:5]=[CH:6][C:7]=1[CH3:8].[OH:10][C:11]1[CH:16]=[CH:15][C:14](B(O)O)=[CH:13][CH:12]=1.C(=O)([O-])[O-].[K+].[K+], predict the reaction product. The product is: [OH:10][C:11]1[CH:16]=[CH:15][C:14]([C:4]2[CH:5]=[CH:6][C:7]([CH3:8])=[C:2]([F:1])[CH:3]=2)=[CH:13][CH:12]=1. (3) Given the reactants [H-].[Na+].[CH3:3]N(C=O)C.[F:8][C:9]([F:39])([F:38])[C:10]1[CH:11]=[C:12]([NH:16][CH2:17][C:18]2[S:19][C:20]3[C:26]([C:27]4[CH:28]=[C:29]([CH:35]=[CH:36][CH:37]=4)[C:30]([O:32][CH2:33][CH3:34])=[O:31])=[CH:25][CH:24]=[CH:23][C:21]=3[CH:22]=2)[CH:13]=[CH:14][CH:15]=1.IC, predict the reaction product. The product is: [CH3:3][N:16]([CH2:17][C:18]1[S:19][C:20]2[C:26]([C:27]3[CH:28]=[C:29]([CH:35]=[CH:36][CH:37]=3)[C:30]([O:32][CH2:33][CH3:34])=[O:31])=[CH:25][CH:24]=[CH:23][C:21]=2[CH:22]=1)[C:12]1[CH:13]=[CH:14][CH:15]=[C:10]([C:9]([F:38])([F:8])[F:39])[CH:11]=1.